The task is: Predict the product of the given reaction.. This data is from Forward reaction prediction with 1.9M reactions from USPTO patents (1976-2016). (1) Given the reactants [CH:1]1([NH:7][C:8]2[N:16]=[C:15]([NH:17][C:18]3[CH:23]=[CH:22][C:21]([N:24]4[CH2:29][CH2:28][NH:27][CH2:26][CH2:25]4)=[CH:20][C:19]=3[O:30][CH3:31])[N:14]=[C:13]3[C:9]=2[N:10]=[CH:11][NH:12]3)[CH2:6][CH2:5][CH2:4][CH2:3][CH2:2]1.CCN(C(C)C)C(C)C.Br[CH2:42][C:43]([NH2:45])=[O:44], predict the reaction product. The product is: [CH:1]1([NH:7][C:8]2[N:16]=[C:15]([NH:17][C:18]3[CH:23]=[CH:22][C:21]([N:24]4[CH2:25][CH2:26][N:27]([CH2:42][C:43]([NH2:45])=[O:44])[CH2:28][CH2:29]4)=[CH:20][C:19]=3[O:30][CH3:31])[N:14]=[C:13]3[C:9]=2[N:10]=[CH:11][NH:12]3)[CH2:2][CH2:3][CH2:4][CH2:5][CH2:6]1. (2) Given the reactants [O:1]=[C:2]1[N:8]([CH:9]2[CH2:14][CH2:13][N:12]([C:15]([O:17][C@@H:18]([C:29](O)=[O:30])[CH2:19][C:20]3[CH:25]=[C:24]([CH3:26])[C:23]([OH:27])=[C:22]([CH3:28])[CH:21]=3)=[O:16])[CH2:11][CH2:10]2)[CH2:7][CH2:6][C:5]2[CH:32]=[CH:33][CH:34]=[CH:35][C:4]=2[NH:3]1.CN(C(ON1N=NC2C=CC=CC1=2)=[N+](C)C)C.[B-](F)(F)(F)F.C(N(CC)CC)C.[N:65]1([C:71]2[CH:81]=[CH:80][C:74]([C:75]([O:77][CH2:78][CH3:79])=[O:76])=[CH:73][CH:72]=2)[CH2:70][CH2:69][NH:68][CH2:67][CH2:66]1, predict the reaction product. The product is: [O:1]=[C:2]1[N:8]([CH:9]2[CH2:10][CH2:11][N:12]([C:15]([O:17][C@H:18]([CH2:19][C:20]3[CH:21]=[C:22]([CH3:28])[C:23]([OH:27])=[C:24]([CH3:26])[CH:25]=3)[C:29]([N:68]3[CH2:67][CH2:66][N:65]([C:71]4[CH:72]=[CH:73][C:74]([C:75]([O:77][CH2:78][CH3:79])=[O:76])=[CH:80][CH:81]=4)[CH2:70][CH2:69]3)=[O:30])=[O:16])[CH2:13][CH2:14]2)[CH2:7][CH2:6][C:5]2[CH:32]=[CH:33][CH:34]=[CH:35][C:4]=2[NH:3]1. (3) Given the reactants [NH2:1][C:2]1[C:3]([F:24])=[C:4]([C:8]2[N:9]=[C:10]([C:20]([CH3:23])([CH3:22])[CH3:21])[S:11][C:12]=2[C:13]2[CH:18]=[CH:17][N:16]=[C:15]([NH2:19])[N:14]=2)[CH:5]=[CH:6][CH:7]=1.[CH3:25][C:26]1[CH:31]=[CH:30][C:29]([F:32])=[CH:28][C:27]=1[S:33](Cl)(=[O:35])=[O:34], predict the reaction product. The product is: [NH2:19][C:15]1[N:14]=[C:13]([C:12]2[S:11][C:10]([C:20]([CH3:21])([CH3:23])[CH3:22])=[N:9][C:8]=2[C:4]2[C:3]([F:24])=[C:2]([NH:1][S:33]([C:27]3[CH:28]=[C:29]([F:32])[CH:30]=[CH:31][C:26]=3[CH3:25])(=[O:34])=[O:35])[CH:7]=[CH:6][CH:5]=2)[CH:18]=[CH:17][N:16]=1. (4) Given the reactants Cl.[N:2]1[CH:7]=[CH:6][CH:5]=[C:4]([CH2:8][C:9]([OH:11])=[O:10])[CH:3]=1.S(=O)(=O)(O)O.[OH-].[NH4+].[CH2:19](O)[CH3:20], predict the reaction product. The product is: [CH2:19]([O:10][C:9](=[O:11])[CH2:8][C:4]1[CH:3]=[N:2][CH:7]=[CH:6][CH:5]=1)[CH3:20]. (5) Given the reactants O[CH2:2][CH2:3][N:4]([CH:35]([CH3:37])[CH3:36])[C:5]([C:7]1[C:12]([O:13][CH2:14][C:15]2[CH:20]=[CH:19][CH:18]=[CH:17][CH:16]=2)=[C:11]([OH:21])[N:10]=[C:9]([CH2:22][C:23]2([C:28]3[CH:33]=[CH:32][C:31]([Cl:34])=[CH:30][CH:29]=3)[CH2:27][CH2:26][CH2:25][CH2:24]2)[N:8]=1)=[O:6].C(OC1C(=O)N=C(CC2C=CC=CC=2C2C=CC=CC=2)N2CCN(C)C(=O)C=12)C1C=CC=CC=1, predict the reaction product. The product is: [CH2:14]([O:13][C:12]1[C:11](=[O:21])[N:10]=[C:9]([CH2:22][C:23]2([C:28]3[CH:33]=[CH:32][C:31]([Cl:34])=[CH:30][CH:29]=3)[CH2:27][CH2:26][CH2:25][CH2:24]2)[N:8]2[CH2:2][CH2:3][N:4]([CH:35]([CH3:37])[CH3:36])[C:5](=[O:6])[C:7]=12)[C:15]1[CH:16]=[CH:17][CH:18]=[CH:19][CH:20]=1. (6) Given the reactants [Li]CCCC.[CH3:6][C:7](=[N:9][OH:10])[CH3:8].C[O:12][C:13]([C@@H:15]1[CH2:19][CH2:18][CH2:17][N:16]1[CH2:20][C:21]1[CH:26]=[CH:25][CH:24]=[CH:23][CH:22]=1)=O.Cl, predict the reaction product. The product is: [CH2:20]([N:16]1[CH2:17][CH2:18][CH2:19][C@H:15]1[C:13](=[O:12])[CH2:6][C:7](=[N:9][OH:10])[CH3:8])[C:21]1[CH:26]=[CH:25][CH:24]=[CH:23][CH:22]=1. (7) Given the reactants [Br:1][C:2]1[CH:11]=[CH:10][C:9]([F:12])=[CH:8][C:3]=1[NH:4][CH:5]([CH3:7])[CH3:6].CCN(C(C)C)C(C)C.[CH:22]1([C:25](Cl)=[O:26])[CH2:24][CH2:23]1.O, predict the reaction product. The product is: [Br:1][C:2]1[CH:11]=[CH:10][C:9]([F:12])=[CH:8][C:3]=1[N:4]([CH:5]([CH3:7])[CH3:6])[C:25]([CH:22]1[CH2:24][CH2:23]1)=[O:26]. (8) Given the reactants C([Mg]Br)C.[CH:5]([NH:8]C(C)C)(C)[CH3:6].C(#N)C.[CH2:15]([O:22][C:23]1[CH:30]=[C:29]2[C:26]([CH2:27][C:28]2([S:33][C:34]2[CH:39]=[CH:38][CH:37]=[CH:36][CH:35]=2)[C:31]#[N:32])=[CH:25][C:24]=1[O:40][CH3:41])[C:16]1[CH:21]=[CH:20][CH:19]=[CH:18][CH:17]=1, predict the reaction product. The product is: [NH2:32][C:31]([C:28]1([S:33][C:34]2[CH:39]=[CH:38][CH:37]=[CH:36][CH:35]=2)[CH2:27][C:26]2[C:29]1=[CH:30][C:23]([O:22][CH2:15][C:16]1[CH:17]=[CH:18][CH:19]=[CH:20][CH:21]=1)=[C:24]([O:40][CH3:41])[CH:25]=2)=[CH:6][C:5]#[N:8]. (9) Given the reactants [CH3:1][C:2]1O[C:4]([CH3:13])=[CH:5][C:6](=[C:8]([C:11]#[N:12])[C:9]#[N:10])[CH:7]=1.[CH2:14]([NH2:28])[CH2:15][CH2:16][O:17][CH2:18][CH2:19][O:20][CH2:21][CH2:22][O:23][CH2:24][CH2:25][CH2:26][NH2:27], predict the reaction product. The product is: [C:9]([C:8]([C:11]#[N:12])=[C:6]1[CH:7]=[C:2]([CH3:1])[N:27]([CH2:26][CH2:25][CH2:24][O:23][CH2:22][CH2:21][O:20][CH2:19][CH2:18][O:17][CH2:16][CH2:15][CH2:14][N:28]2[C:4]([CH3:13])=[CH:5][C:6](=[C:8]([C:9]#[N:10])[C:11]#[N:12])[CH:7]=[C:2]2[CH3:1])[C:4]([CH3:13])=[CH:5]1)#[N:10].